This data is from Full USPTO retrosynthesis dataset with 1.9M reactions from patents (1976-2016). The task is: Predict the reactants needed to synthesize the given product. (1) Given the product [O:42]=[C:35]1[C:36]2[C:41](=[CH:40][CH:39]=[CH:38][CH:37]=2)[C:33](=[O:32])[N:34]1[CH2:43][CH2:44][S:45]([N:22]1[CH2:23][CH2:24][CH:19]([C:10]2[C:9]3[C:13](=[C:14]([C:16]([NH2:18])=[O:17])[CH:15]=[C:7]([C:1]4[CH:2]=[CH:3][CH:4]=[CH:5][CH:6]=4)[CH:8]=3)[NH:12][CH:11]=2)[CH2:20][CH2:21]1)(=[O:47])=[O:46], predict the reactants needed to synthesize it. The reactants are: [C:1]1([C:7]2[CH:8]=[C:9]3[C:13](=[C:14]([C:16]([NH2:18])=[O:17])[CH:15]=2)[NH:12][CH:11]=[C:10]3[CH:19]2[CH2:24][CH2:23][NH:22][CH2:21][CH2:20]2)[CH:6]=[CH:5][CH:4]=[CH:3][CH:2]=1.C(N(CC)CC)C.[O:32]=[C:33]1[C:41]2[C:36](=[CH:37][CH:38]=[CH:39][CH:40]=2)[C:35](=[O:42])[N:34]1[CH2:43][CH2:44][S:45](Cl)(=[O:47])=[O:46]. (2) Given the product [Cl:53][C:4]1[CH:5]=[CH:6][C:1]([N:7]2[C:39](=[O:41])[C:25]3[S:26][CH:27]=[C:28]([C:29]4[CH:34]=[CH:33][C:32]([O:35][CH3:36])=[C:31]([O:37][CH3:38])[CH:30]=4)[C:24]=3[N:23]=[CH:12]2)=[CH:2][CH:3]=1, predict the reactants needed to synthesize it. The reactants are: [C:1]1([N:7]2[C:12](=O)C3SC=C(C4C=CC=CC=4)C=3N=C2)[CH:6]=[CH:5][CH:4]=[CH:3][CH:2]=1.[NH2:23][C:24]1[C:28]([C:29]2[CH:34]=[CH:33][C:32]([O:35][CH3:36])=[C:31]([O:37][CH3:38])[CH:30]=2)=[CH:27][S:26][C:25]=1[C:39]([O:41]C)=O.C(OCC)(OCC)OCC.[Cl:53]C1C=CC(N)=CC=1.